This data is from Reaction yield outcomes from USPTO patents with 853,638 reactions. The task is: Predict the reaction yield, written as a fraction of the theoretical maximum amount of product (1.0 means a 100% yield; for example, 0.34 means a 34% yield). The reactants are [CH3:1][O:2][C:3]1[C:8]([O:9][CH3:10])=[C:7]([O:11][CH3:12])[CH:6]=[C:5]([CH3:13])[C:4]=1[CH:14]([C:16]1[C:21]([C:22]([F:25])([F:24])[F:23])=[CH:20][N:19]=[CH:18][C:17]=1[Cl:26])[OH:15]. The catalyst is [O-2].[O-2].[Mn+4].C1(C)C=CC=CC=1. The product is [CH3:1][O:2][C:3]1[C:8]([O:9][CH3:10])=[C:7]([O:11][CH3:12])[CH:6]=[C:5]([CH3:13])[C:4]=1[C:14]([C:16]1[C:21]([C:22]([F:25])([F:23])[F:24])=[CH:20][N:19]=[CH:18][C:17]=1[Cl:26])=[O:15]. The yield is 0.940.